This data is from Reaction yield outcomes from USPTO patents with 853,638 reactions. The task is: Predict the reaction yield, written as a fraction of the theoretical maximum amount of product (1.0 means a 100% yield; for example, 0.34 means a 34% yield). (1) The reactants are C[O:2][C:3]([C:5]1[CH:14]=[CH:13][C:12]2[N:11]([CH2:15][CH2:16][CH:17]([CH3:19])[CH3:18])[CH:10]([C:20]3[CH:25]=[CH:24][C:23]([F:26])=[C:22]([Cl:27])[CH:21]=3)[CH2:9][C:8]([CH2:29][CH3:30])([CH3:28])[C:7]=2[N:6]=1)=[O:4].[OH-].[Na+]. The catalyst is O1CCCC1.CO.O. The product is [Cl:27][C:22]1[CH:21]=[C:20]([CH:10]2[CH2:9][C:8]([CH2:29][CH3:30])([CH3:28])[C:7]3[N:6]=[C:5]([C:3]([OH:4])=[O:2])[CH:14]=[CH:13][C:12]=3[N:11]2[CH2:15][CH2:16][CH:17]([CH3:18])[CH3:19])[CH:25]=[CH:24][C:23]=1[F:26]. The yield is 0.313. (2) The reactants are [CH3:1][C:2]1[CH:7]=[CH:6][C:5]([S:8]([NH:11][C:12]2[CH:17]=[CH:16][CH:15]=[CH:14][C:13]=2[CH2:18][CH2:19][CH2:20][C:21]2[CH:30]=[CH:29][CH:28]=[CH:27][C:22]=2[C:23]([O:25]C)=[O:24])(=[O:10])=[O:9])=[CH:4][CH:3]=1.[OH-].[Na+].Cl. The catalyst is C(#N)C. The product is [CH3:1][C:2]1[CH:7]=[CH:6][C:5]([S:8]([NH:11][C:12]2[CH:17]=[CH:16][CH:15]=[CH:14][C:13]=2[CH2:18][CH2:19][CH2:20][C:21]2[CH:30]=[CH:29][CH:28]=[CH:27][C:22]=2[C:23]([OH:25])=[O:24])(=[O:9])=[O:10])=[CH:4][CH:3]=1. The yield is 1.00. (3) The reactants are [Br:1][C:2]1[CH:7]=[CH:6][N:5]=[C:4]([NH2:8])[CH:3]=1.C(N(CC)CC)C.[CH3:16][CH:17]([CH3:21])[C:18](Cl)=[O:19]. The catalyst is O1CCCC1. The product is [Br:1][C:2]1[CH:7]=[CH:6][N:5]=[C:4]([NH:8][C:18](=[O:19])[CH:17]([CH3:21])[CH3:16])[CH:3]=1. The yield is 0.470. (4) The reactants are [CH3:1][N:2]([CH3:7])[CH2:3][C:4]([OH:6])=O.[Cl:8][C:9]1[CH:10]=[C:11]([NH:23][C:24]2[C:33]3[C:28](=[CH:29][CH:30]=[CH:31][C:32]=3[O:34][C@H:35]3[CH2:39][CH2:38][NH:37][CH2:36]3)[N:27]=[CH:26][N:25]=2)[CH:12]=[CH:13][C:14]=1[O:15][CH2:16][C:17]1[CH:22]=[CH:21][CH:20]=[CH:19][N:18]=1. No catalyst specified. The product is [Cl:8][C:9]1[CH:10]=[C:11]([NH:23][C:24]2[C:33]3[C:28](=[CH:29][CH:30]=[CH:31][C:32]=3[O:34][C@H:35]3[CH2:39][CH2:38][N:37]([C:4](=[O:6])[CH2:3][N:2]([CH3:7])[CH3:1])[CH2:36]3)[N:27]=[CH:26][N:25]=2)[CH:12]=[CH:13][C:14]=1[O:15][CH2:16][C:17]1[CH:22]=[CH:21][CH:20]=[CH:19][N:18]=1. The yield is 0.290. (5) The reactants are [Cl-].[NH4+].O.[Br:4][C:5]1[CH:10]=[CH:9][C:8]([NH:11][C@@H:12]([CH3:15])[CH2:13][OH:14])=[C:7]([N+:16]([O-])=O)[CH:6]=1. The catalyst is C(O)C.[Fe]. The product is [NH2:16][C:7]1[CH:6]=[C:5]([Br:4])[CH:10]=[CH:9][C:8]=1[NH:11][C@@H:12]([CH3:15])[CH2:13][OH:14]. The yield is 0.890. (6) The reactants are [Cl:1][C:2]1[N:3]([C@@H:16]2[O:22][C@H:21]([CH2:23][O:24]C(=O)C)[C@@H:19]([OH:20])[C@H:17]2[OH:18])[C:4]2[C:9]([C:10]=1[C:11](=[O:13])[CH3:12])=[CH:8][C:7]([Cl:14])=[C:6]([Cl:15])[CH:5]=2.C[O-].[Na+]. The catalyst is CO. The product is [Cl:1][C:2]1[N:3]([C@@H:16]2[O:22][C@H:21]([CH2:23][OH:24])[C@@H:19]([OH:20])[C@H:17]2[OH:18])[C:4]2[C:9]([C:10]=1[C:11](=[O:13])[CH3:12])=[CH:8][C:7]([Cl:14])=[C:6]([Cl:15])[CH:5]=2. The yield is 0.810. (7) The reactants are [NH2:1][C:2]1[S:3][C:4]([C:12]2[CH:17]=[CH:16][N:15]([CH2:18][CH3:19])[C:14](=[O:20])[CH:13]=2)=[C:5]([C:7]2[O:8][CH:9]=[CH:10][CH:11]=2)[N:6]=1.[C:21](O)(=[O:28])[C:22]1[CH:27]=[CH:26][N:25]=[CH:24][CH:23]=1.C1CN([P+](ON2N=NC3C=CC=CC2=3)(N2CCCC2)N2CCCC2)CC1.F[P-](F)(F)(F)(F)F.C(N(CC)CC)C. The catalyst is CN(C=O)C.O. The product is [CH2:18]([N:15]1[CH:16]=[CH:17][C:12]([C:4]2[S:3][C:2]([NH:1][C:21]([C:22]3[CH:27]=[CH:26][N:25]=[CH:24][CH:23]=3)=[O:28])=[N:6][C:5]=2[C:7]2[O:8][CH:9]=[CH:10][CH:11]=2)=[CH:13][C:14]1=[O:20])[CH3:19]. The yield is 0.370.